From a dataset of Peptide-MHC class I binding affinity with 185,985 pairs from IEDB/IMGT. Regression. Given a peptide amino acid sequence and an MHC pseudo amino acid sequence, predict their binding affinity value. This is MHC class I binding data. (1) The peptide sequence is RDRFKRTSF. The binding affinity (normalized) is 0.0241. The MHC is HLA-B07:02 with pseudo-sequence HLA-B07:02. (2) The peptide sequence is VPVSLVNSI. The MHC is HLA-B51:01 with pseudo-sequence HLA-B51:01. The binding affinity (normalized) is 0.625. (3) The peptide sequence is IYTTNDNNY. The MHC is HLA-A11:01 with pseudo-sequence HLA-A11:01. The binding affinity (normalized) is 0.0847. (4) The peptide sequence is VAPMVGGMM. The MHC is HLA-B44:02 with pseudo-sequence HLA-B44:02. The binding affinity (normalized) is 0.0847. (5) The peptide sequence is NSSKVSQNY. The MHC is HLA-B53:01 with pseudo-sequence HLA-B53:01. The binding affinity (normalized) is 0.276.